Predict the product of the given reaction. From a dataset of Forward reaction prediction with 1.9M reactions from USPTO patents (1976-2016). (1) Given the reactants [OH-].[K+].[I:3][C:4]1[N:5]=[C:6]([CH:10]2[CH2:15][CH2:14][N:13]([C:16]([O:18][C:19]([CH3:22])([CH3:21])[CH3:20])=[O:17])[CH2:12][CH2:11]2)[NH:7][C:8]=1[I:9].Cl.Cl[CH2:25][CH2:26][N:27]1[CH2:31][CH2:30][CH2:29][CH2:28]1.P(=O)(O)(O)O, predict the reaction product. The product is: [I:3][C:4]1[N:5]=[C:6]([CH:10]2[CH2:11][CH2:12][N:13]([C:16]([O:18][C:19]([CH3:22])([CH3:21])[CH3:20])=[O:17])[CH2:14][CH2:15]2)[N:7]([CH2:25][CH2:26][N:27]2[CH2:31][CH2:30][CH2:29][CH2:28]2)[C:8]=1[I:9]. (2) The product is: [I:13][C:10]1[CH:11]=[CH:12][C:7]([C:16]([OH:18])([CH:15]([CH3:19])[CH3:14])[CH3:17])=[CH:8][CH:9]=1. Given the reactants C([Li])CCC.I[C:7]1[CH:12]=[CH:11][C:10]([I:13])=[CH:9][CH:8]=1.[CH3:14][CH:15]([CH3:19])[C:16](=[O:18])[CH3:17], predict the reaction product. (3) The product is: [O:1]([C:21]([CH3:23])([OH:22])[C:20]([OH:25])=[O:24])[Si:2]([C:5]([CH3:8])([CH3:7])[CH3:6])([CH3:4])[CH3:3]. Given the reactants [O:1](CC(C(=O)C(C)O)(O)C(O)=O)[Si:2]([C:5]([CH3:8])([CH3:7])[CH3:6])([CH3:4])[CH3:3].[C:20]([O:25]C(C)(C)C)(=[O:24])[CH:21]([CH3:23])[OH:22].C1(N=C=NC2CCCCC2)CCCCC1.C(=O)([O-])O.[Na+], predict the reaction product. (4) Given the reactants [CH3:1][C:2]([CH3:36])([CH3:35])[C:3](=[O:34])[CH2:4][O:5][C:6]1[CH:11]=[CH:10][C:9]([C:12]([C:17]2[O:18][C:19]3[CH:25]=[CH:24][C:23]([C:26]([NH:28][CH2:29][C:30]([OH:32])=[O:31])=[O:27])=[CH:22][C:20]=3[CH:21]=2)([CH2:15][CH3:16])[CH2:13][CH3:14])=[CH:8][C:7]=1[CH3:33].[BH4-].[Na+].[CH2:39]1COCC1, predict the reaction product. The product is: [CH2:15]([C:12]([C:17]1[O:18][C:19]2[CH:25]=[CH:24][C:23]([C:26]([N:28]([CH2:29][C:30]([OH:32])=[O:31])[CH3:39])=[O:27])=[CH:22][C:20]=2[CH:21]=1)([C:9]1[CH:10]=[CH:11][C:6]([O:5][CH2:4][CH:3]([OH:34])[C:2]([CH3:1])([CH3:35])[CH3:36])=[C:7]([CH3:33])[CH:8]=1)[CH2:13][CH3:14])[CH3:16]. (5) Given the reactants C([S:4][C@H:5]1[CH2:9][CH2:8][N:7]([C:10]2[S:11][CH:12]=[C:13]([C:15]#[N:16])[N:14]=2)[CH2:6]1)(=O)C.C(O)(=O)C.NN.C1(P(O[C:38]2[C@H:39]([CH3:62])[C@H:40]3[C@@H:57]([C@H:58]([OH:60])[CH3:59])[C:56](=[O:61])[N:41]3[C:42]=2[C:43]([O:45][CH2:46][C:47]2[CH:52]=[CH:51][C:50]([N+:53]([O-:55])=[O:54])=[CH:49][CH:48]=2)=[O:44])(C2C=CC=CC=2)=O)C=CC=CC=1.C(N(C(C)C)CC)(C)C.C(=O)([O-])O.[Na+], predict the reaction product. The product is: [C:15]([C:13]1[N:14]=[C:10]([N:7]2[CH2:8][CH2:9][C@H:5]([S:4][C:38]3[C@H:39]([CH3:62])[C@@H:40]4[C@@H:57]([C@H:58]([OH:60])[CH3:59])[C:56](=[O:61])[N:41]4[C:42]=3[C:43]([O:45][CH2:46][C:47]3[CH:52]=[CH:51][C:50]([N+:53]([O-:55])=[O:54])=[CH:49][CH:48]=3)=[O:44])[CH2:6]2)[S:11][CH:12]=1)#[N:16]. (6) Given the reactants [N+:1]([C:4]1[CH:5]=[CH:6][CH:7]=[C:8]2[C:12]=1[NH:11][C:10]([C:13]1[S:14][CH:15]=[CH:16][N:17]=1)=[CH:9]2)([O-])=O.O1CCCC1.O.NN, predict the reaction product. The product is: [S:14]1[CH:15]=[CH:16][N:17]=[C:13]1[C:10]1[NH:11][C:12]2[C:8]([CH:9]=1)=[CH:7][CH:6]=[CH:5][C:4]=2[NH2:1]. (7) Given the reactants I[C:2]1[N:24]([S:25]([C:28]2[CH:33]=[CH:32][CH:31]=[CH:30][CH:29]=2)(=[O:27])=[O:26])[C:5]2=[N:6][CH:7]=[CH:8][C:9]([C:10]3[CH:15]=[CH:14][C:13]([S:16]([N:19]4[CH2:23][CH2:22][CH2:21][CH2:20]4)(=[O:18])=[O:17])=[CH:12][CH:11]=3)=[C:4]2[CH:3]=1.[CH3:34][Si:35]([C:38]#[CH:39])([CH3:37])[CH3:36].O, predict the reaction product. The product is: [C:28]1([S:25]([N:24]2[C:5]3=[N:6][CH:7]=[CH:8][C:9]([C:10]4[CH:15]=[CH:14][C:13]([S:16]([N:19]5[CH2:23][CH2:22][CH2:21][CH2:20]5)(=[O:18])=[O:17])=[CH:12][CH:11]=4)=[C:4]3[CH:3]=[C:2]2[C:39]#[C:38][Si:35]([CH3:37])([CH3:36])[CH3:34])(=[O:27])=[O:26])[CH:33]=[CH:32][CH:31]=[CH:30][CH:29]=1.